Dataset: HIV replication inhibition screening data with 41,000+ compounds from the AIDS Antiviral Screen. Task: Binary Classification. Given a drug SMILES string, predict its activity (active/inactive) in a high-throughput screening assay against a specified biological target. (1) The drug is CCCCP(CCCC)(CCCC)=C(C(=O)OC)C(C(=O)OC)=C1SC(C(=O)OC)=C(C(=O)OC)S1. The result is 0 (inactive). (2) The result is 0 (inactive). The compound is CC1(C)COC(c2ccc(C(=O)c3ccc(Cl)cc3)cc2)=N1. (3) The compound is Cc1ccc2c3c(nsc13)-c1ccccc1C2=O. The result is 0 (inactive). (4) The drug is COC(=O)c1c2c(cc3c1CC1(C3)Cc3cc4c(c(C(=O)OC)c3C1)CCCC4)CCCC2. The result is 0 (inactive). (5) The drug is CC(C)=CCC(O)C(C)(O)C1C(O)CC2(C)C3CCc4cc(O)c(OC5OC(CO)C(O)C(O)C5O)cc4C3(C)C(=O)CC12C. The result is 0 (inactive). (6) The molecule is CC1=NC2(CCCCC2)N(Cl)C(=O)C1SC#N. The result is 0 (inactive). (7) The molecule is Cc1cc2[nH]c3c(C#N)c(O)c(C)c(=O)n3c2cc1C. The result is 0 (inactive). (8) The molecule is Cc1ccc(S(=O)(=O)OC2C3OC(C)(C)OC3OC2C2CSC(=S=O)S2)cc1. The result is 0 (inactive). (9) The drug is Cc1nc2sccn2c1C(=O)NC(=O)Nc1ccc(Cl)cc1. The result is 0 (inactive).